Dataset: Catalyst prediction with 721,799 reactions and 888 catalyst types from USPTO. Task: Predict which catalyst facilitates the given reaction. Reactant: [C:1](=O)([O-])[O-].[K+].[K+].CI.[F:9][C:10]([F:24])([F:23])[C:11]([NH:13][C:14]1[CH:15]=[C:16]2[C:20](=[CH:21][CH:22]=1)[NH:19][N:18]=[CH:17]2)=[O:12].O. Product: [F:24][C:10]([F:9])([F:23])[C:11]([N:13]([C:14]1[CH:15]=[C:16]2[C:20](=[CH:21][CH:22]=1)[NH:19][N:18]=[CH:17]2)[CH3:1])=[O:12]. The catalyst class is: 9.